Dataset: Catalyst prediction with 721,799 reactions and 888 catalyst types from USPTO. Task: Predict which catalyst facilitates the given reaction. (1) Product: [CH3:3][C:4]1[C:5]([C:28]2[C:29]([CH3:46])=[CH:30][C:31]3[C:38]([CH:39]([CH3:41])[CH3:40])=[C:37]([OH:42])[C:36]([OH:43])=[C:35]([CH:44]=[O:45])[C:32]=3[C:33]=2[OH:34])=[C:6]([OH:27])[C:7]2=[C:14]([CH:15]=[O:2])[C:12]([OH:13])=[C:11]([OH:23])[C:10]([CH:24]([CH3:26])[CH3:25])=[C:8]2[CH:9]=1. Reactant: [NH4+].[OH-:2].[CH3:3][C:4]1[CH:9]=[C:8]2[C:10]([CH:24]([CH3:26])[CH3:25])=[C:11]([OH:23])[C:12](/[C:14](=[CH:15]\NC3C=CC=CC=3)/[C:7]2=[C:6]([OH:27])[C:5]=1[C:28]1[C:33]([OH:34])=[C:32]2[C:35]([CH:44]=[O:45])=[C:36]([OH:43])[C:37]([OH:42])=[C:38]([CH:39]([CH3:41])[CH3:40])[C:31]2=[CH:30][C:29]=1[CH3:46])=[O:13]. The catalyst class is: 5. (2) Reactant: Cl[CH:2]([C:18]1[CH:23]=[CH:22][CH:21]=[CH:20][CH:19]=1)[C:3]([C:5]1[C:13]2[C:8](=[CH:9][CH:10]=[C:11]([C:14]([O:16][CH3:17])=[O:15])[CH:12]=2)[NH:7][CH:6]=1)=[O:4].[CH3:24][O:25][C:26]1[CH:27]=[C:28]([CH:30]=[CH:31][CH:32]=1)[NH2:29]. Product: [CH3:24][O:25][C:26]1[CH:27]=[C:28]([NH:29][CH:2]([C:18]2[CH:23]=[CH:22][CH:21]=[CH:20][CH:19]=2)[C:3]([C:5]2[C:13]3[C:8](=[CH:9][CH:10]=[C:11]([C:14]([O:16][CH3:17])=[O:15])[CH:12]=3)[NH:7][CH:6]=2)=[O:4])[CH:30]=[CH:31][CH:32]=1. The catalyst class is: 10.